From a dataset of Experimentally validated miRNA-target interactions with 360,000+ pairs, plus equal number of negative samples. Binary Classification. Given a miRNA mature sequence and a target amino acid sequence, predict their likelihood of interaction. The miRNA is hsa-miR-6754-5p with sequence CCAGGGAGGCUGGUUUGGAGGA. The protein sequence of the target gene is MTSEHTMLTGVTDGFFCCLLGTPPNAVRPLESVESSDGYTFVEVKPGRVLRVKHAGPAPIPTPPPPPPEDDPGVKTGLVRCQRRITVYRNGRLVVENLGRAPRADLQGRSGSGDPPAALEVELAEPAGGDTRANPGSGRRRRPRRPKRTIHIDCEQRITSCKGAQADVVLFFIHGVGGSLAIWKEQLDFFVRLGYEVVAPDLAGHGASSAPQVAAAYTFYALAEDMRAIFTRYAKKRNVLIGHSYGVSFCTFLAHEYPDLVHKVIMINGGGPTALEPSLCSIFNMPTCVLHCLSPCLAWS.... Result: 0 (no interaction).